Dataset: Reaction yield outcomes from USPTO patents with 853,638 reactions. Task: Predict the reaction yield, written as a fraction of the theoretical maximum amount of product (1.0 means a 100% yield; for example, 0.34 means a 34% yield). (1) The reactants are [Cl:1][C:2]1[CH:16]=[CH:15][CH:14]=[CH:13][C:3]=1[C:4]([NH:6][CH:7]([CH2:11][CH3:12])[C:8]([OH:10])=O)=O.C(Cl)(=O)[C:18](Cl)=[O:19].C(N(CC)CC)C.[OH:30][N:31]1[C:35](=[O:36])[CH2:34][CH2:33][C:32]1=[O:37]. The catalyst is O1CCCC1. The product is [O:37]=[C:32]1[CH2:33][CH2:34][C:35](=[O:36])[N:31]1[O:30][C:18]([C:8]1[O:10][C:4]([C:3]2[CH:13]=[CH:14][CH:15]=[CH:16][C:2]=2[Cl:1])=[N:6][C:7]=1[CH2:11][CH3:12])=[O:19]. The yield is 0.250. (2) The reactants are [Cl:1][C:2]1[CH:10]=[C:9]2[C:5]([C:6]([C:12]3[N:13]=[C:14]4[C:20]([C:21]([OH:23])=O)=[CH:19][N:18]([CH2:24][O:25][CH2:26][CH2:27][Si:28]([CH3:31])([CH3:30])[CH3:29])[C:15]4=[N:16][CH:17]=3)=[N:7][N:8]2[CH3:11])=[CH:4][CH:3]=1.[NH2:32][C@@H:33]1[CH2:38][CH2:37][CH2:36][N:35]([C:39]([O:41][C:42]([CH3:45])([CH3:44])[CH3:43])=[O:40])[CH2:34]1.C1C=CC2N(O)N=NC=2C=1.C(Cl)CCl.C(N(CC)C(C)C)(C)C. The catalyst is CN(C=O)C. The product is [C:42]([O:41][C:39]([N:35]1[CH2:36][CH2:37][CH2:38][C@@H:33]([NH:32][C:21]([C:20]2[C:14]3[C:15](=[N:16][CH:17]=[C:12]([C:6]4[C:5]5[C:9](=[CH:10][C:2]([Cl:1])=[CH:3][CH:4]=5)[N:8]([CH3:11])[N:7]=4)[N:13]=3)[N:18]([CH2:24][O:25][CH2:26][CH2:27][Si:28]([CH3:31])([CH3:30])[CH3:29])[CH:19]=2)=[O:23])[CH2:34]1)=[O:40])([CH3:45])([CH3:43])[CH3:44]. The yield is 0.830. (3) The reactants are [Cl:1][C:2]1[CH:3]=[C:4]([NH:9][C:10]2[C:11]3[CH2:18][C:17](=[O:19])[NH:16][C:12]=3[N:13]=[CH:14][N:15]=2)[CH:5]=[CH:6][C:7]=1[F:8].[N:20]1([C:26]([C:28]2[S:32][C:31]([CH:33]=O)=[CH:30][CH:29]=2)=[O:27])[CH2:25][CH2:24][O:23][CH2:22][CH2:21]1. The catalyst is C(N(CC)CC)C.C(O)C. The product is [Cl:1][C:2]1[CH:3]=[C:4]([NH:9][C:10]2[C:11]3[C:18](=[CH:33][C:31]4[S:32][C:28]([C:26]([N:20]5[CH2:21][CH2:22][O:23][CH2:24][CH2:25]5)=[O:27])=[CH:29][CH:30]=4)[C:17](=[O:19])[NH:16][C:12]=3[N:13]=[CH:14][N:15]=2)[CH:5]=[CH:6][C:7]=1[F:8]. The yield is 0.280. (4) The reactants are [CH3:1][O:2][C:3](=[O:31])[C:4]1[CH:9]=[CH:8][C:7]([O:10][CH2:11][C:12]2[C:13]([CH2:27][CH2:28][CH2:29][CH3:30])=[N:14][O:15][C:16]=2[CH:17]([OH:26])C(O)C2C=CC=CC=2)=[N:6][CH:5]=1.C([O-])(=O)C.C([O-])(=O)C.C([O-])(=O)C.C([O-])(=O)C.[Pb+4].[BH4-].[Na+]. The catalyst is C1C=CC=CC=1. The product is [CH3:1][O:2][C:3](=[O:31])[C:4]1[CH:9]=[CH:8][C:7]([O:10][CH2:11][C:12]2[C:13]([CH2:27][CH2:28][CH2:29][CH3:30])=[N:14][O:15][C:16]=2[CH2:17][OH:26])=[N:6][CH:5]=1. The yield is 0.680. (5) The reactants are C(OC([N:8]1[CH2:12][CH2:11][CH2:10][C@@H:9]1[CH2:13][NH:14][C:15]1[N:20]=[C:19]([C:21](OCC)=[O:22])[C:18]([N+:26]([O-])=O)=[C:17]([NH:29][C:30]2[CH:35]=[CH:34][CH:33]=[CH:32][C:31]=2[O:36][CH3:37])[N:16]=1)=O)(C)(C)C.ClC1N=C([C:45](OCC)=[O:46])C([N+]([O-])=O)=C(NC2C=CC=CC=2OC)N=1.C([N:69]1CCCC1CN)(OC(C)(C)C)=O.C(N(C(C)C)CC)(C)C. The catalyst is CN(C)C=O. The product is [CH3:37][O:36][C:31]1[CH:32]=[CH:33][CH:34]=[CH:35][C:30]=1[N:29]1[C:45](=[O:46])[NH:26][C:18]2[C:17]1=[N:16][C:15]([NH:14][CH2:13][C@H:9]1[CH2:10][CH2:11][CH2:12][NH:8]1)=[N:20][C:19]=2[C:21]([NH2:69])=[O:22]. The yield is 0.970. (6) The reactants are FC1(F)CC1CN1CCN(C2SC(C(O)=O)=C(C)N=2)C1=O.[F:22][C:23]1[CH:44]=[CH:43][C:26]([CH2:27][N:28]2[C:32](=[O:33])[N:31]([C:34]3[S:35][C:36]([C:40]([OH:42])=O)=[C:37]([CH3:39])[N:38]=3)[CH:30]=[N:29]2)=[CH:25][CH:24]=1.[NH2:45][CH2:46][C:47]1[CH:48]=[C:49]([CH:53]=[CH:54][CH:55]=1)[N:50]([CH3:52])[CH3:51]. No catalyst specified. The product is [CH3:51][N:50]([CH3:52])[C:49]1[CH:48]=[C:47]([CH:55]=[CH:54][CH:53]=1)[CH2:46][NH:45][C:40]([C:36]1[S:35][C:34]([N:31]2[C:32](=[O:33])[N:28]([CH2:27][C:26]3[CH:43]=[CH:44][C:23]([F:22])=[CH:24][CH:25]=3)[N:29]=[CH:30]2)=[N:38][C:37]=1[CH3:39])=[O:42]. The yield is 0.500. (7) The reactants are [NH2:1][C:2]1[CH:11]=[C:10]([Cl:12])[CH:9]=[CH:8][C:3]=1[C:4]([O:6][CH3:7])=[O:5].N1[CH:18]=[CH:17]C=CC=1.C([CH:21]([CH2:25][C:26](Cl)=[O:27])[C:22](Cl)=[O:23])C.[OH2:29]. The catalyst is C1(C)C=CC=CC=1. The product is [Cl:12][C:10]1[CH:9]=[CH:8][C:3]([C:4]([O:6][CH3:7])=[O:5])=[C:2]([NH:1][C:26](=[O:27])[CH2:25][CH2:21][C:22]([O:23][CH2:17][CH3:18])=[O:29])[CH:11]=1. The yield is 0.890.